From a dataset of Full USPTO retrosynthesis dataset with 1.9M reactions from patents (1976-2016). Predict the reactants needed to synthesize the given product. (1) Given the product [CH3:39][C:34]1([CH3:40])[C:35]([CH3:38])([CH3:37])[O:36][B:32]([C:2]2[C:10]3[C:5](=[CH:6][CH:7]=[C:8]([C:11]4[O:15][C:14]([NH:16][CH2:17][C:18]([F:21])([F:20])[F:19])=[N:13][N:12]=4)[CH:9]=3)[N:4]([S:22]([C:25]3[CH:31]=[CH:30][C:28]([CH3:29])=[CH:27][CH:26]=3)(=[O:24])=[O:23])[CH:3]=2)[O:33]1, predict the reactants needed to synthesize it. The reactants are: I[C:2]1[C:10]2[C:5](=[CH:6][CH:7]=[C:8]([C:11]3[O:15][C:14]([NH:16][CH2:17][C:18]([F:21])([F:20])[F:19])=[N:13][N:12]=3)[CH:9]=2)[N:4]([S:22]([C:25]2[CH:31]=[CH:30][C:28]([CH3:29])=[CH:27][CH:26]=2)(=[O:24])=[O:23])[CH:3]=1.[B:32]1([B:32]2[O:36][C:35]([CH3:38])([CH3:37])[C:34]([CH3:40])([CH3:39])[O:33]2)[O:36][C:35]([CH3:38])([CH3:37])[C:34]([CH3:40])([CH3:39])[O:33]1.C([O-])(=O)C.[K+].C(Cl)Cl. (2) Given the product [CH3:12][O:13][C:14]1[CH:19]=[C:18]([C:2]2[N:3]=[N:4][C:5]([C:8]([F:11])([F:10])[F:9])=[CH:6][CH:7]=2)[CH:17]=[CH:16][N:15]=1, predict the reactants needed to synthesize it. The reactants are: Cl[C:2]1[N:3]=[N:4][C:5]([C:8]([F:11])([F:10])[F:9])=[CH:6][CH:7]=1.[CH3:12][O:13][C:14]1[CH:19]=[C:18](B2OC(C)(C)C(C)(C)O2)[CH:17]=[CH:16][N:15]=1. (3) Given the product [NH2:13][C:14]1[CH:15]=[CH:16][CH:17]=[C:18]2[C:23]=1[C:22](=[O:24])[NH:21][CH2:20][CH:19]2[CH3:25], predict the reactants needed to synthesize it. The reactants are: NC1C=CC=C2C=1C(=O)NCC2.[NH2:13][C:14]1[CH:15]=[CH:16][CH:17]=[C:18]2[C:23]=1[C:22](=[O:24])[NH:21][CH2:20][C:19]2(C)[CH3:25]. (4) Given the product [C:1]([O:5][C:6]([N:8]1[CH2:12][C@@H:11]([CH2:13][C@H:14]([CH2:18][C:19]2[CH:24]=[CH:23][C:22]([O:25][CH3:26])=[C:21]([O:27][CH2:28][CH2:29][CH2:30][O:31][CH3:32])[CH:20]=2)[CH:15]([CH3:16])[CH3:17])[C@H:10]([CH2:33][N:34]([CH:35]2[CH2:36][CH2:37]2)[C:45](=[O:46])[CH2:44][C:38]2[CH:43]=[CH:42][CH:41]=[CH:40][CH:39]=2)[CH2:9]1)=[O:7])([CH3:3])([CH3:4])[CH3:2], predict the reactants needed to synthesize it. The reactants are: [C:1]([O:5][C:6]([N:8]1[CH2:12][C@@H:11]([CH2:13][C@H:14]([CH2:18][C:19]2[CH:24]=[CH:23][C:22]([O:25][CH3:26])=[C:21]([O:27][CH2:28][CH2:29][CH2:30][O:31][CH3:32])[CH:20]=2)[CH:15]([CH3:17])[CH3:16])[C@H:10]([CH2:33][NH:34][CH:35]2[CH2:37][CH2:36]2)[CH2:9]1)=[O:7])([CH3:4])([CH3:3])[CH3:2].[C:38]1([CH2:44][C:45](O)=[O:46])[CH:43]=[CH:42][CH:41]=[CH:40][CH:39]=1.O.ON1C2C=CC=CC=2N=N1.Cl.CN(C)CCCN=C=NCC.C(N(CC)CC)C. (5) Given the product [Cl:1][C:2]1[C:11]2[C:6](=[CH:7][C:8]([O:13][CH3:14])=[C:9]([O:12][CH2:27][CH:24]3[CH2:25][CH2:26][N:22]([C:20]([O:19][C:15]([CH3:16])([CH3:18])[CH3:17])=[O:21])[CH2:23]3)[CH:10]=2)[N:5]=[CH:4][N:3]=1, predict the reactants needed to synthesize it. The reactants are: [Cl:1][C:2]1[C:11]2[C:6](=[CH:7][C:8]([O:13][CH3:14])=[C:9]([OH:12])[CH:10]=2)[N:5]=[CH:4][N:3]=1.[C:15]([O:19][C:20]([N:22]1[CH2:26][CH2:25][CH:24]([CH2:27]O)[CH2:23]1)=[O:21])([CH3:18])([CH3:17])[CH3:16]. (6) Given the product [O:18]1[CH2:19][CH2:20][CH2:21][CH2:22][CH:17]1[N:12]1[CH:11]=[N:10][C:9]2[C:13]1=[N:14][CH:15]=[N:16][C:8]=2[C:7]1[C:2]([NH:33][C:30]2[CH:31]=[CH:32][C:27]([NH:26][C:23](=[O:25])[CH3:24])=[N:28][CH:29]=2)=[N:3][CH:4]=[CH:5][CH:6]=1, predict the reactants needed to synthesize it. The reactants are: F[C:2]1[C:7]([C:8]2[N:16]=[CH:15][N:14]=[C:13]3[C:9]=2[N:10]=[CH:11][N:12]3[CH:17]2[CH2:22][CH2:21][CH2:20][CH2:19][O:18]2)=[CH:6][CH:5]=[CH:4][N:3]=1.[C:23]([NH:26][C:27]1[CH:32]=[CH:31][C:30]([NH2:33])=[CH:29][N:28]=1)(=[O:25])[CH3:24].[Li+].C[Si]([N-][Si](C)(C)C)(C)C.C([O-])(O)=O.[Na+].